This data is from Reaction yield outcomes from USPTO patents with 853,638 reactions. The task is: Predict the reaction yield, written as a fraction of the theoretical maximum amount of product (1.0 means a 100% yield; for example, 0.34 means a 34% yield). (1) The reactants are [Si:1]([O:8][C:9]1[CH:10]=[C:11]([C:15](=O)[CH2:16][CH2:17][CH2:18][NH:19][C:20](=[O:26])[O:21][C:22]([CH3:25])([CH3:24])[CH3:23])[CH:12]=[CH:13][CH:14]=1)([C:4]([CH3:7])([CH3:6])[CH3:5])([CH3:3])[CH3:2].[F:28][C:29]1[CH:38]=[CH:37][C:36]([F:39])=[CH:35][C:30]=1[C:31](=[S:34])[NH:32][NH2:33]. The catalyst is CCO.C(Cl)Cl. The product is [Si:1]([O:8][C:9]1[CH:10]=[C:11]([C:15]2([CH2:16][CH2:17][CH2:18][NH:19][C:20](=[O:26])[O:21][C:22]([CH3:25])([CH3:24])[CH3:23])[NH:33][N:32]=[C:31]([C:30]3[CH:35]=[C:36]([F:39])[CH:37]=[CH:38][C:29]=3[F:28])[S:34]2)[CH:12]=[CH:13][CH:14]=1)([C:4]([CH3:7])([CH3:6])[CH3:5])([CH3:3])[CH3:2]. The yield is 0.820. (2) The reactants are [Cl:1][C:2]1[CH:3]=[C:4]2[C:9](=[CH:10][CH:11]=1)[NH:8][CH2:7][CH:6]([NH:12][C:13](=[O:19])[O:14][C:15]([CH3:18])([CH3:17])[CH3:16])[CH2:5]2.[CH:20](=O)[C:21]1[CH:26]=[CH:25][CH:24]=[CH:23][CH:22]=1.C(O[BH-](OC(=O)C)OC(=O)C)(=O)C.[Na+].CC(O)=O. The catalyst is ClCCCl.CCOC(C)=O. The product is [CH2:20]([N:8]1[C:9]2[C:4](=[CH:3][C:2]([Cl:1])=[CH:11][CH:10]=2)[CH2:5][CH:6]([NH:12][C:13](=[O:19])[O:14][C:15]([CH3:16])([CH3:18])[CH3:17])[CH2:7]1)[C:21]1[CH:26]=[CH:25][CH:24]=[CH:23][CH:22]=1. The yield is 0.800. (3) The reactants are [C:1]([O:5][C:6](=[O:23])[NH:7][CH:8]([CH2:19][CH:20]([CH3:22])[CH3:21])[C:9]([NH:11][C:12]1[CH:17]=[CH:16][C:15](Br)=[CH:14][CH:13]=1)=[O:10])([CH3:4])([CH3:3])[CH3:2].C(=O)([O-])[O-].[Cs+].[Cs+].[N:30]1[CH:35]=[CH:34][C:33](B(O)O)=[CH:32][CH:31]=1. The catalyst is O1CCOCC1.O.C1C=CC([P]([Pd]([P](C2C=CC=CC=2)(C2C=CC=CC=2)C2C=CC=CC=2)([P](C2C=CC=CC=2)(C2C=CC=CC=2)C2C=CC=CC=2)[P](C2C=CC=CC=2)(C2C=CC=CC=2)C2C=CC=CC=2)(C2C=CC=CC=2)C2C=CC=CC=2)=CC=1. The product is [C:1]([O:5][C:6](=[O:23])[NH:7][C@H:8]([CH2:19][CH:20]([CH3:22])[CH3:21])[C:9](=[O:10])[NH:11][C:12]1[CH:17]=[CH:16][C:15]([C:33]2[CH:34]=[CH:35][N:30]=[CH:31][CH:32]=2)=[CH:14][CH:13]=1)([CH3:4])([CH3:3])[CH3:2]. The yield is 0.240.